Dataset: Forward reaction prediction with 1.9M reactions from USPTO patents (1976-2016). Task: Predict the product of the given reaction. (1) Given the reactants ClC(Cl)(Cl)C[O:4][C:5]([C@@H:7]1[CH2:12][CH2:11][CH2:10][N:9]([C:13](=[O:24])[C@@H:14]([NH:16][C:17](=[O:23])[C@@H:18]([OH:22])[CH:19]([CH3:21])[CH3:20])[CH3:15])[NH:8]1)=[O:6].O.O.[OH-].[Li+].Cl, predict the reaction product. The product is: [OH:22][C@@H:18]([CH:19]([CH3:21])[CH3:20])[C:17]([NH:16][C@@H:14]([CH3:15])[C:13]([N:9]1[CH2:10][CH2:11][CH2:12][C@@H:7]([C:5]([OH:6])=[O:4])[NH:8]1)=[O:24])=[O:23]. (2) Given the reactants [N:1]([CH2:4][C@@H:5]1[CH2:9][CH2:8][N:7]([C@H:10]([C:12]2[CH:17]=[CH:16][CH:15]=[CH:14][CH:13]=2)[CH3:11])[C@@H:6]1[C:18]([NH2:20])=[O:19])=[N+]=[N-].C1(P(C2C=CC=CC=2)C2C=CC=CC=2)C=CC=CC=1, predict the reaction product. The product is: [NH2:1][CH2:4][C@@H:5]1[CH2:9][CH2:8][N:7]([C@H:10]([C:12]2[CH:17]=[CH:16][CH:15]=[CH:14][CH:13]=2)[CH3:11])[C@@H:6]1[C:18]([NH2:20])=[O:19]. (3) Given the reactants [C:1]([O:21][CH3:22])(=[O:20])[CH2:2][CH2:3][CH2:4][CH2:5][CH2:6][CH2:7][CH2:8]/[CH:9]=[CH:10]\[CH2:11][C@@H:12]([CH2:14][CH2:15][CH2:16][CH2:17][CH2:18][CH3:19])[OH:13].[C:23]([Si:27](Cl)([CH3:29])[CH3:28])([CH3:26])([CH3:25])[CH3:24], predict the reaction product. The product is: [Si:27]([O:13][C@H:12]([CH2:14][CH2:15][CH2:16][CH2:17][CH2:18][CH3:19])[CH2:11]/[CH:10]=[CH:9]\[CH2:8][CH2:7][CH2:6][CH2:5][CH2:4][CH2:3][CH2:2][C:1]([O:21][CH3:22])=[O:20])([C:23]([CH3:26])([CH3:25])[CH3:24])([C:29]1[CH:10]=[CH:9][CH:8]=[CH:7][CH:6]=1)[C:28]1[CH:5]=[CH:4][CH:3]=[CH:2][CH:1]=1. (4) Given the reactants [Cl:1][C:2]1[N:7]=[C:6]([CH3:8])[C:5]([O:9][CH3:10])=[CH:4][N:3]=1.C1C(=O)N([Br:18])C(=O)C1.CC(N=NC(C#N)(C)C)(C#N)C, predict the reaction product. The product is: [Br:18][CH2:8][C:6]1[C:5]([O:9][CH3:10])=[CH:4][N:3]=[C:2]([Cl:1])[N:7]=1. (5) The product is: [NH2:24][C:25]1[N:30]([CH3:31])[C:29](=[O:32])[C:28]([CH3:34])([CH3:33])[C@:27]([C:36]2[CH:41]=[C:40]([NH:51][C:47]3[CH:48]=[N:49][CH:50]=[C:45]([F:44])[CH:46]=3)[CH:39]=[CH:38][C:37]=2[F:43])([CH3:35])[N:26]=1. Given the reactants COC1C=CC(C([NH:24][C:25]2[N:30]([CH3:31])[C:29](=[O:32])[C:28]([CH3:34])([CH3:33])[C@:27]([C:36]3[CH:41]=[C:40](Br)[CH:39]=[CH:38][C:37]=3[F:43])([CH3:35])[N:26]=2)(C2C=CC(OC)=CC=2)C2C=CC=CC=2)=CC=1.[F:44][C:45]1[CH:46]=[C:47]([NH2:51])[CH:48]=[N:49][CH:50]=1, predict the reaction product.